Dataset: Full USPTO retrosynthesis dataset with 1.9M reactions from patents (1976-2016). Task: Predict the reactants needed to synthesize the given product. (1) Given the product [CH3:17][C:12]([C:5]1[CH:6]=[CH:7][CH:8]=[C:9]2[C:4]=1[N:3]=[C:2]([CH3:1])[CH:11]=[CH:10]2)([CH3:18])[C:13]([O:15][CH3:16])=[O:14], predict the reactants needed to synthesize it. The reactants are: [CH3:1][C:2]1[CH:11]=[CH:10][C:9]2[C:4](=[C:5]([CH:12]([CH3:17])[C:13]([O:15][CH3:16])=[O:14])[CH:6]=[CH:7][CH:8]=2)[N:3]=1.[CH3:18][Si]([N-][Si](C)(C)C)(C)C.[Li+].IC.O. (2) Given the product [CH2:1]([O:8][C:9]([N:11]1[CH2:15][C@H:14]([O:16][CH3:17])[CH2:13][C@H:12]1[C:18]([NH2:19])=[N:21][OH:22])=[O:10])[C:2]1[CH:7]=[CH:6][CH:5]=[CH:4][CH:3]=1, predict the reactants needed to synthesize it. The reactants are: [CH2:1]([O:8][C:9]([N:11]1[CH2:15][C@H:14]([O:16][CH3:17])[CH2:13][C@H:12]1[C:18]#[N:19])=[O:10])[C:2]1[CH:7]=[CH:6][CH:5]=[CH:4][CH:3]=1.Cl.[NH2:21][OH:22].C(N(CC)CC)C. (3) Given the product [CH3:1][N:2]([C:11]1[CH:12]=[CH:13][CH:14]=[C:15]2[C:19]=1[NH:18][C:17]([C:20]1[S:21][C:22]3([CH2:29][CH2:28][N:27]([CH2:36][C:32]4[N:31]([CH3:30])[CH:35]=[CH:34][N:33]=4)[CH2:26][CH2:25]3)[CH2:23][N:24]=1)=[CH:16]2)[S:3]([C:6]1[S:7][CH:8]=[CH:9][CH:10]=1)(=[O:4])=[O:5], predict the reactants needed to synthesize it. The reactants are: [CH3:1][N:2]([C:11]1[CH:12]=[CH:13][CH:14]=[C:15]2[C:19]=1[NH:18][C:17]([C:20]1[S:21][C:22]3([CH2:29][CH2:28][NH:27][CH2:26][CH2:25]3)[CH2:23][N:24]=1)=[CH:16]2)[S:3]([C:6]1[S:7][CH:8]=[CH:9][CH:10]=1)(=[O:5])=[O:4].[CH3:30][N:31]1[CH:35]=[CH:34][N:33]=[C:32]1[CH:36]=O.C(O[BH-](OC(=O)C)OC(=O)C)(=O)C.[Na+].O. (4) Given the product [Cl:1][C:2]1[N:7]=[CH:6][C:5]([CH2:8][N:9]2[C:14]3[N:15]=[CH:16][CH:17]=[CH:18][C:13]=3[C:12]3=[N:35][N:34]([C:28]4[CH:29]=[CH:30][CH:31]=[C:32]([CH3:33])[C:27]=4[CH3:26])[C:20](=[O:22])[C:11]3=[N:10]2)=[CH:4][CH:3]=1, predict the reactants needed to synthesize it. The reactants are: [Cl:1][C:2]1[N:7]=[CH:6][C:5]([CH2:8][N:9]2[C:14]3[N:15]=[CH:16][CH:17]=[CH:18][C:13]=3[C:12](=S)[C:11]([C:20]([O:22]CC)=O)=[N:10]2)=[CH:4][CH:3]=1.Cl.[CH3:26][C:27]1[C:32]([CH3:33])=[CH:31][CH:30]=[CH:29][C:28]=1[NH:34][NH2:35].C(=O)([O-])[O-].[K+].[K+]. (5) Given the product [NH2:15][C:13]1[S:14][C:10]([S:9][CH2:8][C:6]2[O:7][C:3]([CH2:1][CH3:2])=[CH:4][N:5]=2)=[CH:11][N:12]=1, predict the reactants needed to synthesize it. The reactants are: [CH2:1]([C:3]1[O:7][C:6]([CH2:8][S:9][C:10]2[S:14][C:13]([NH:15]C(=O)C)=[N:12][CH:11]=2)=[N:5][CH:4]=1)[CH3:2].C(=O)([O-])[O-].[Na+].[Na+].